Predict the product of the given reaction. From a dataset of Forward reaction prediction with 1.9M reactions from USPTO patents (1976-2016). (1) Given the reactants [Br:1][C:2]1[N:3]=[CH:4][C:5]([NH:8][C:9](=[O:11])[CH3:10])=[N:6][CH:7]=1.[H-].[Na+].[CH3:14]I, predict the reaction product. The product is: [Br:1][C:2]1[N:3]=[CH:4][C:5]([N:8]([CH3:14])[C:9](=[O:11])[CH3:10])=[N:6][CH:7]=1. (2) The product is: [CH3:14][N:15]([CH3:16])/[CH:2]=[CH:3]/[C:4](=[O:12])[CH2:5][C:6]1[CH:11]=[CH:10][CH:9]=[CH:8][CH:7]=1. Given the reactants O/[CH:2]=[CH:3]/[C:4](=[O:12])[CH2:5][C:6]1[CH:11]=[CH:10][CH:9]=[CH:8][CH:7]=1.Cl.[CH3:14][NH:15][CH3:16].C([O-])([O-])=O.[K+].[K+], predict the reaction product.